This data is from Full USPTO retrosynthesis dataset with 1.9M reactions from patents (1976-2016). The task is: Predict the reactants needed to synthesize the given product. (1) The reactants are: FC(F)(F)S(O[C:7]1[N:8]=[CH:9][CH:10]=[C:11]2[C:16]=1[N:15]([C:17](=[O:19])[CH3:18])[CH:14]([CH3:20])[CH:13]([CH3:21])[CH:12]2[NH:22]C(OCC1C=CC=CC=1)=O)(=O)=O. Given the product [NH2:22][C@H:12]1[C:11]2[C:16](=[CH:7][N:8]=[CH:9][CH:10]=2)[N:15]([C:17](=[O:19])[CH3:18])[C@@H:14]([CH3:20])[C@@H:13]1[CH3:21], predict the reactants needed to synthesize it. (2) Given the product [CH3:1][O:2][C:3]1[CH:4]=[CH:5][C:6]([C:9]2[CH:14]=[C:13]([C:15]([F:17])([F:16])[F:18])[N:12]3[N:19]=[CH:20][C:21]([C:22]([N:50]4[CH2:51][CH2:52][N:47]([CH:44]([C:38]5[CH:43]=[CH:42][CH:41]=[CH:40][CH:39]=5)[CH2:45][CH3:46])[CH2:48][CH2:49]4)=[O:23])=[C:11]3[N:10]=2)=[CH:7][CH:8]=1, predict the reactants needed to synthesize it. The reactants are: [CH3:1][O:2][C:3]1[CH:8]=[CH:7][C:6]([C:9]2[CH:14]=[C:13]([C:15]([F:18])([F:17])[F:16])[N:12]3[N:19]=[CH:20][C:21]([C:22](O)=[O:23])=[C:11]3[N:10]=2)=[CH:5][CH:4]=1.S(Cl)(Cl)=O.CCN(C(C)C)C(C)C.[C:38]1([CH:44]([N:47]2[CH2:52][CH2:51][NH:50][CH2:49][CH2:48]2)[CH2:45][CH3:46])[CH:43]=[CH:42][CH:41]=[CH:40][CH:39]=1. (3) Given the product [Br:1][C:2]1[C:3]([CH2:16][O:17][CH:19]2[CH2:20][CH2:21][CH2:22][CH2:23][O:18]2)=[CH:4][C:5]([O:9][CH:10]2[CH2:15][CH2:14][CH2:13][CH2:12][O:11]2)=[CH:6][C:7]=1[CH3:8], predict the reactants needed to synthesize it. The reactants are: [Br:1][C:2]1[C:7]([CH3:8])=[CH:6][C:5]([O:9][CH:10]2[CH2:15][CH2:14][CH2:13][CH2:12][O:11]2)=[CH:4][C:3]=1[CH2:16][OH:17].[O:18]1[CH:23]=[CH:22][CH2:21][CH2:20][CH2:19]1. (4) Given the product [C:13]1([CH3:22])[CH:18]=[CH:17][CH:16]=[C:15]([C:2]2[CH:3]=[C:4]3[C:8](=[CH:9][CH:10]=2)[NH:7][CH:6]=[C:5]3[CH:11]=[O:12])[CH:14]=1, predict the reactants needed to synthesize it. The reactants are: Br[C:2]1[CH:3]=[C:4]2[C:8](=[CH:9][CH:10]=1)[NH:7][CH:6]=[C:5]2[CH:11]=[O:12].[C:13]1([CH3:22])[CH:18]=[CH:17][CH:16]=[C:15](B(O)O)[CH:14]=1. (5) Given the product [CH2:1]([C:3]1[N:8]=[C:7]([O:22][C:23]2[CH:28]=[CH:27][N:26]=[C:25]([C:29]([F:32])([F:30])[F:31])[CH:24]=2)[N:6]=[C:5]([N:13]2[CH:17]=[C:16]([C:18]([F:21])([F:20])[F:19])[CH:15]=[N:14]2)[CH:4]=1)[CH3:2], predict the reactants needed to synthesize it. The reactants are: [CH2:1]([C:3]1[N:8]=[C:7](S(C)(=O)=O)[N:6]=[C:5]([N:13]2[CH:17]=[C:16]([C:18]([F:21])([F:20])[F:19])[CH:15]=[N:14]2)[CH:4]=1)[CH3:2].[OH:22][C:23]1[CH:28]=[CH:27][N:26]=[C:25]([C:29]([F:32])([F:31])[F:30])[CH:24]=1.C([O-])([O-])=O.[K+].[K+].O. (6) Given the product [Cl:1][C:2]1[CH:3]=[CH:4][C:5]([CH:24]=[O:25])=[C:6]2[C:10]=1[N:9]=[C:8]1[N:11]([C:15]3[C:20]([CH3:21])=[CH:19][C:18]([Cl:22])=[CH:17][C:16]=3[Cl:23])[CH2:12][CH2:13][CH2:14][N:7]21, predict the reactants needed to synthesize it. The reactants are: [Cl:1][C:2]1[C:10]2[N:9]=[C:8]3[N:11]([C:15]4[C:20]([CH3:21])=[CH:19][C:18]([Cl:22])=[CH:17][C:16]=4[Cl:23])[CH2:12][CH2:13][CH2:14][N:7]3[C:6]=2[C:5]([CH2:24][OH:25])=[CH:4][CH:3]=1.C(N(CC)CC)C.